Dataset: Peptide-MHC class II binding affinity with 134,281 pairs from IEDB. Task: Regression. Given a peptide amino acid sequence and an MHC pseudo amino acid sequence, predict their binding affinity value. This is MHC class II binding data. (1) The peptide sequence is EKKYFAAFQFEPLAA. The MHC is HLA-DPA10201-DPB10501 with pseudo-sequence HLA-DPA10201-DPB10501. The binding affinity (normalized) is 0.778. (2) The peptide sequence is PSWASVKEDLVAYGG. The MHC is HLA-DQA10201-DQB10303 with pseudo-sequence HLA-DQA10201-DQB10303. The binding affinity (normalized) is 0.318. (3) The peptide sequence is YDKFLANVSTVLTRK. The MHC is DRB1_0405 with pseudo-sequence DRB1_0405. The binding affinity (normalized) is 0.612. (4) The peptide sequence is EKKYFIATQFEPLAA. The binding affinity (normalized) is 0.831. The MHC is DRB1_0101 with pseudo-sequence DRB1_0101. (5) The peptide sequence is YDDFLANVSTVLTGK. The MHC is DRB1_1101 with pseudo-sequence DRB1_1101. The binding affinity (normalized) is 0.597.